Dataset: Catalyst prediction with 721,799 reactions and 888 catalyst types from USPTO. Task: Predict which catalyst facilitates the given reaction. (1) Reactant: Cl.[CH2:2]([C:4]1[S:24][C:7]2[N:8]=[C:9]([S:18][CH2:19][C:20]([O:22][CH3:23])=[O:21])[N:10]=[C:11]([N:12]3[CH2:17][CH2:16][NH:15][CH2:14][CH2:13]3)[C:6]=2[CH:5]=1)[CH3:3].C(N(C(C)C)CC)(C)C.[F:34][C:35]([F:47])([F:46])[O:36][C:37]1[CH:45]=[CH:44][C:40]([C:41](Cl)=[O:42])=[CH:39][CH:38]=1. Product: [CH2:2]([C:4]1[S:24][C:7]2[N:8]=[C:9]([S:18][CH2:19][C:20]([O:22][CH3:23])=[O:21])[N:10]=[C:11]([N:12]3[CH2:17][CH2:16][N:15]([C:41](=[O:42])[C:40]4[CH:44]=[CH:45][C:37]([O:36][C:35]([F:34])([F:46])[F:47])=[CH:38][CH:39]=4)[CH2:14][CH2:13]3)[C:6]=2[CH:5]=1)[CH3:3]. The catalyst class is: 3. (2) Reactant: [BH4-].[Na+].[Cl:3][C:4]1[CH:11]=[CH:10][C:7]([CH:8]=[O:9])=[C:6]([CH3:12])[N:5]=1. Product: [Cl:3][C:4]1[N:5]=[C:6]([CH3:12])[C:7]([CH2:8][OH:9])=[CH:10][CH:11]=1. The catalyst class is: 5. (3) Reactant: [OH:1][C:2]1[CH:3]=[CH:4][CH:5]=[C:6]2[C:11]=1[N:10]=[CH:9][CH:8]=[CH:7]2.[I-:12].[Na+].[OH-].[Na+].[O-]Cl.[Na+].Cl. Product: [I:12][C:5]1[CH:4]=[CH:3][C:2]([OH:1])=[C:11]2[C:6]=1[CH:7]=[CH:8][CH:9]=[N:10]2. The catalyst class is: 5. (4) Reactant: [Si](C=[N+]=[N-])(C)(C)[CH3:2].[F:8][C:9]([F:49])([F:48])[C:10]1[CH:11]=[C:12]([CH:41]=[C:42]([C:44]([F:47])([F:46])[F:45])[CH:43]=1)[CH2:13][N:14]([C:36]1[N:37]=[N:38][NH:39][N:40]=1)[C@@H:15]1[C:24]2[C:19](=[CH:20][CH:21]=[C:22]([C:25]([F:28])([F:27])[F:26])[CH:23]=2)[N:18]([C:29]([O:31][CH2:32][CH3:33])=[O:30])[C@H:17]([CH2:34][CH3:35])[CH2:16]1. Product: [F:45][C:44]([F:47])([F:46])[C:42]1[CH:41]=[C:12]([CH:11]=[C:10]([C:9]([F:48])([F:8])[F:49])[CH:43]=1)[CH2:13][N:14]([C:36]1[N:37]=[N:38][N:39]([CH3:2])[N:40]=1)[C@@H:15]1[C:24]2[C:19](=[CH:20][CH:21]=[C:22]([C:25]([F:26])([F:27])[F:28])[CH:23]=2)[N:18]([C:29]([O:31][CH2:32][CH3:33])=[O:30])[C@H:17]([CH2:34][CH3:35])[CH2:16]1. The catalyst class is: 36. (5) Reactant: Cl.[C:2]1([C:8]2[C:19]([CH2:20][CH2:21][NH2:22])=[C:11]3[C:12]4[CH2:18][CH2:17][O:16][C:13]=4[CH:14]=[CH:15][N:10]3[N:9]=2)[CH:7]=[CH:6][CH:5]=[CH:4][CH:3]=1.C(N(CC)CC)C.[C:30](O[C:30](=[O:33])[CH2:31][CH3:32])(=[O:33])[CH2:31][CH3:32].C(=O)([O-])O.[Na+]. Product: [C:2]1([C:8]2[C:19]([CH2:20][CH2:21][NH:22][C:30](=[O:33])[CH2:31][CH3:32])=[C:11]3[C:12]4[CH2:18][CH2:17][O:16][C:13]=4[CH:14]=[CH:15][N:10]3[N:9]=2)[CH:3]=[CH:4][CH:5]=[CH:6][CH:7]=1. The catalyst class is: 7. (6) Reactant: [O:1]1[CH:5]=[CH:4][C:3]([N:6]([CH2:15][C@@H:16]2[O:20][C:19](=[O:21])[N:18]([C:22]3[CH:27]=[CH:26][C:25]([C:28]4[CH2:33][CH2:32][N:31]([CH:34]=[O:35])[CH2:30][CH:29]=4)=[C:24]([F:36])[CH:23]=3)[CH2:17]2)C(OCC(Cl)(Cl)Cl)=O)=[N:2]1. Product: [O:1]1[CH:5]=[CH:4][C:3]([NH:6][CH2:15][C@@H:16]2[O:20][C:19](=[O:21])[N:18]([C:22]3[CH:27]=[CH:26][C:25]([C:28]4[CH2:33][CH2:32][N:31]([CH:34]=[O:35])[CH2:30][CH:29]=4)=[C:24]([F:36])[CH:23]=3)[CH2:17]2)=[N:2]1. The catalyst class is: 183.